This data is from Full USPTO retrosynthesis dataset with 1.9M reactions from patents (1976-2016). The task is: Predict the reactants needed to synthesize the given product. Given the product [C:14]1(=[O:15])[C:11]2([CH2:16][CH2:17][NH:8][CH2:9][CH2:10]2)[CH2:12][NH:13]1, predict the reactants needed to synthesize it. The reactants are: C(OC([N:8]1[CH2:17][CH2:16][C:11]2([C:14](=[O:15])[NH:13][CH2:12]2)[CH2:10][CH2:9]1)=O)(C)(C)C.C(O)(C(F)(F)F)=O.